From a dataset of NCI-60 drug combinations with 297,098 pairs across 59 cell lines. Regression. Given two drug SMILES strings and cell line genomic features, predict the synergy score measuring deviation from expected non-interaction effect. Drug 1: CCCCCOC(=O)NC1=NC(=O)N(C=C1F)C2C(C(C(O2)C)O)O. Drug 2: C1=CC=C(C=C1)NC(=O)CCCCCCC(=O)NO. Cell line: SK-OV-3. Synergy scores: CSS=9.81, Synergy_ZIP=-2.64, Synergy_Bliss=-0.881, Synergy_Loewe=-35.5, Synergy_HSA=-2.86.